The task is: Predict the reaction yield, written as a fraction of the theoretical maximum amount of product (1.0 means a 100% yield; for example, 0.34 means a 34% yield).. This data is from Reaction yield outcomes from USPTO patents with 853,638 reactions. (1) The reactants are [C:1]([C:4]1[N:5]=[C:6]([C:29]2[C:34]([F:35])=[CH:33][CH:32]=[CH:31][C:30]=2[F:36])[O:7][C:8]=1[C:9]1[CH:28]=[CH:27][C:12]([CH2:13][N:14]2[CH2:19][CH2:18][N:17](C(OC(C)(C)C)=O)[CH2:16][CH2:15]2)=[CH:11][CH:10]=1)(=[O:3])[NH2:2].Cl.O1CCOCC1.C([O-])=O. The catalyst is C(Cl)Cl. The product is [F:35][C:34]1[CH:33]=[CH:32][CH:31]=[C:30]([F:36])[C:29]=1[C:6]1[O:7][C:8]([C:9]2[CH:10]=[CH:11][C:12]([CH2:13][N:14]3[CH2:15][CH2:16][NH:17][CH2:18][CH2:19]3)=[CH:27][CH:28]=2)=[C:4]([C:1]([NH2:2])=[O:3])[N:5]=1. The yield is 0.500. (2) The reactants are [Cl:1][C:2]1[N:7]=[C:6]([Cl:8])[CH:5]=[C:4]([Cl:9])[N:3]=1.C(N(C(C)C)CC)(C)C.[F:19][C:20]1[CH:26]=[CH:25][C:23]([NH2:24])=[CH:22][C:21]=1[C:27]([F:30])([F:29])[F:28]. The catalyst is O1CCOCC1.CCOCC.O. The product is [Cl:1][C:2]1[N:3]=[C:4]([NH:24][C:23]2[CH:25]=[CH:26][C:20]([F:19])=[C:21]([C:27]([F:30])([F:28])[F:29])[CH:22]=2)[CH:5]=[C:6]([Cl:8])[N:7]=1.[Cl:9][C:4]1[CH:5]=[C:6]([Cl:8])[N:7]=[C:2]([NH:24][C:23]2[CH:25]=[CH:26][C:20]([F:19])=[C:21]([C:27]([F:30])([F:28])[F:29])[CH:22]=2)[N:3]=1. The yield is 0.630. (3) The product is [C:13]([NH:12][C:10]1[S:11][C:7]([C:6]2[CH:5]=[C:4]([S:18]([Cl:17])(=[O:20])=[O:19])[S:3][C:2]=2[Br:1])=[C:8]([CH3:16])[N:9]=1)(=[O:15])[CH3:14]. The reactants are [Br:1][C:2]1[S:3][CH:4]=[CH:5][C:6]=1[C:7]1[S:11][C:10]([NH:12][C:13](=[O:15])[CH3:14])=[N:9][C:8]=1[CH3:16].[Cl:17][S:18](O)(=[O:20])=[O:19].P(Cl)(Cl)(Cl)(Cl)Cl.[Cl-].[P+]=O. The catalyst is C(Cl)Cl. The yield is 1.00. (4) The reactants are [Cl:1][C:2]1[C:3]([F:31])=[C:4]([NH:8][CH:9]([C:11]2[CH:12]=[C:13]([C:28](O)=[O:29])[CH:14]=[C:15]3[C:20]=2[O:19][C:18]([N:21]2[CH2:26][CH2:25][O:24][CH2:23][CH2:22]2)=[CH:17][C:16]3=[O:27])[CH3:10])[CH:5]=[CH:6][CH:7]=1.[CH3:32][N:33]1[CH2:38]CO[CH2:35][CH2:34]1.C[N:40]1C(=O)CCC1. No catalyst specified. The product is [Cl:1][C:2]1[C:3]([F:31])=[C:4]([NH:8][CH:9]([C:11]2[CH:12]=[C:13]([C:28]([NH:40][CH2:35][CH2:34][N:33]([CH3:38])[CH3:32])=[O:29])[CH:14]=[C:15]3[C:20]=2[O:19][C:18]([N:21]2[CH2:26][CH2:25][O:24][CH2:23][CH2:22]2)=[CH:17][C:16]3=[O:27])[CH3:10])[CH:5]=[CH:6][CH:7]=1. The yield is 0.602.